From a dataset of NCI-60 drug combinations with 297,098 pairs across 59 cell lines. Regression. Given two drug SMILES strings and cell line genomic features, predict the synergy score measuring deviation from expected non-interaction effect. (1) Drug 1: CCC(=C(C1=CC=CC=C1)C2=CC=C(C=C2)OCCN(C)C)C3=CC=CC=C3.C(C(=O)O)C(CC(=O)O)(C(=O)O)O. Drug 2: C1C(C(OC1N2C=NC3=C2NC=NCC3O)CO)O. Cell line: SK-MEL-5. Synergy scores: CSS=-1.61, Synergy_ZIP=-0.504, Synergy_Bliss=-4.42, Synergy_Loewe=-4.09, Synergy_HSA=-4.72. (2) Drug 1: C1=CN(C=N1)CC(O)(P(=O)(O)O)P(=O)(O)O. Drug 2: CN(C(=O)NC(C=O)C(C(C(CO)O)O)O)N=O. Cell line: PC-3. Synergy scores: CSS=-5.40, Synergy_ZIP=12.8, Synergy_Bliss=11.0, Synergy_Loewe=-3.50, Synergy_HSA=-3.53. (3) Drug 1: CNC(=O)C1=CC=CC=C1SC2=CC3=C(C=C2)C(=NN3)C=CC4=CC=CC=N4. Drug 2: C(=O)(N)NO. Cell line: SF-295. Synergy scores: CSS=11.1, Synergy_ZIP=-4.54, Synergy_Bliss=-2.12, Synergy_Loewe=0.453, Synergy_HSA=0.410. (4) Drug 1: CN1C(=O)N2C=NC(=C2N=N1)C(=O)N. Drug 2: COCCOC1=C(C=C2C(=C1)C(=NC=N2)NC3=CC=CC(=C3)C#C)OCCOC. Cell line: UACC62. Synergy scores: CSS=47.8, Synergy_ZIP=4.56, Synergy_Bliss=5.83, Synergy_Loewe=3.65, Synergy_HSA=9.15. (5) Drug 1: C1C(C(OC1N2C=C(C(=O)NC2=O)F)CO)O. Drug 2: CC12CCC3C(C1CCC2O)C(CC4=C3C=CC(=C4)O)CCCCCCCCCS(=O)CCCC(C(F)(F)F)(F)F. Cell line: DU-145. Synergy scores: CSS=17.6, Synergy_ZIP=-2.91, Synergy_Bliss=2.55, Synergy_Loewe=-22.1, Synergy_HSA=0.558. (6) Drug 1: CCN(CC)CCNC(=O)C1=C(NC(=C1C)C=C2C3=C(C=CC(=C3)F)NC2=O)C. Drug 2: CN(CC1=CN=C2C(=N1)C(=NC(=N2)N)N)C3=CC=C(C=C3)C(=O)NC(CCC(=O)O)C(=O)O. Cell line: RXF 393. Synergy scores: CSS=25.6, Synergy_ZIP=-3.93, Synergy_Bliss=4.41, Synergy_Loewe=-22.0, Synergy_HSA=1.12. (7) Drug 1: COC1=NC(=NC2=C1N=CN2C3C(C(C(O3)CO)O)O)N. Drug 2: CC1=C2C(C(=O)C3(C(CC4C(C3C(C(C2(C)C)(CC1OC(=O)C(C(C5=CC=CC=C5)NC(=O)C6=CC=CC=C6)O)O)OC(=O)C7=CC=CC=C7)(CO4)OC(=O)C)O)C)OC(=O)C. Cell line: PC-3. Synergy scores: CSS=-4.08, Synergy_ZIP=3.00, Synergy_Bliss=1.08, Synergy_Loewe=-11.1, Synergy_HSA=-6.28. (8) Drug 1: C1CC(C1)(C(=O)O)C(=O)O.[NH2-].[NH2-].[Pt+2]. Drug 2: CCC1(CC2CC(C3=C(CCN(C2)C1)C4=CC=CC=C4N3)(C5=C(C=C6C(=C5)C78CCN9C7C(C=CC9)(C(C(C8N6C)(C(=O)OC)O)OC(=O)C)CC)OC)C(=O)OC)O.OS(=O)(=O)O. Cell line: LOX IMVI. Synergy scores: CSS=12.6, Synergy_ZIP=0.772, Synergy_Bliss=5.84, Synergy_Loewe=-2.22, Synergy_HSA=-2.40.